From a dataset of Catalyst prediction with 721,799 reactions and 888 catalyst types from USPTO. Predict which catalyst facilitates the given reaction. (1) The catalyst class is: 550. Reactant: [CH:1]1([NH:6][C:7]2[N:11]3[N:12]=[CH:13][C:14]([C:15]#[N:16])=[C:10]3[NH:9][C:8]=2[C:17]2[C:26]([O:27][CH3:28])=[CH:25][C:24]3[C:19](=[CH:20][CH:21]=[CH:22][CH:23]=3)[CH:18]=2)[CH2:5][CH2:4][CH2:3][CH2:2]1.[OH2:29]. Product: [NH2:9][C:10]1[N:11](/[C:7](=[N:6]/[CH:1]2[CH2:5][CH2:4][CH2:3][CH2:2]2)/[C:8]([C:17]2[C:26]([O:27][CH3:28])=[CH:25][C:24]3[C:19](=[CH:20][CH:21]=[CH:22][CH:23]=3)[CH:18]=2)=[O:29])[N:12]=[CH:13][C:14]=1[C:15]#[N:16]. (2) The catalyst class is: 2. Reactant: C(OC(=O)[NH:7][C:8]1[CH:13]=[CH:12][C:11]([C:14]#[C:15][C:16]2[CH:21]=[CH:20][CH:19]=[CH:18][CH:17]=2)=[CH:10][C:9]=1[NH:22][C:23](=[O:35])[CH2:24][C:25]([C:27]1[CH:32]=[CH:31][N:30]=[C:29]([C:33]#[N:34])[CH:28]=1)=O)(C)(C)C.C(O)(C(F)(F)F)=O. Product: [O:35]=[C:23]1[CH2:24][C:25]([C:27]2[CH:32]=[CH:31][N:30]=[C:29]([C:33]#[N:34])[CH:28]=2)=[N:7][C:8]2[CH:13]=[CH:12][C:11]([C:14]#[C:15][C:16]3[CH:21]=[CH:20][CH:19]=[CH:18][CH:17]=3)=[CH:10][C:9]=2[NH:22]1. (3) The catalyst class is: 3. Product: [NH2:1][C:2]1[N:7]=[CH:6][N:5]=[C:4]2[N:8]([CH:32]3[CH2:37][CH2:36][N:35]([CH2:39][CH:40]([F:42])[F:41])[CH2:34][CH2:33]3)[N:9]=[C:10]([C:11]3[CH:16]=[CH:15][C:14]([NH:17][C:18]([C:20]4[N:21]([CH3:29])[C:22]5[C:27]([CH:28]=4)=[CH:26][CH:25]=[CH:24][CH:23]=5)=[O:19])=[C:13]([O:30][CH3:31])[CH:12]=3)[C:3]=12. Reactant: [NH2:1][C:2]1[N:7]=[CH:6][N:5]=[C:4]2[N:8]([CH:32]3[CH2:37][CH2:36][NH:35][CH2:34][CH2:33]3)[N:9]=[C:10]([C:11]3[CH:16]=[CH:15][C:14]([NH:17][C:18]([C:20]4[N:21]([CH3:29])[C:22]5[C:27]([CH:28]=4)=[CH:26][CH:25]=[CH:24][CH:23]=5)=[O:19])=[C:13]([O:30][CH3:31])[CH:12]=3)[C:3]=12.Br[CH2:39][CH:40]([F:42])[F:41].C(=O)([O-])[O-].[K+].[K+].[I-].[Na+]. (4) Reactant: O=S(Cl)[Cl:3].[C:5]1([CH2:11][CH2:12][CH2:13][CH2:14][C:15]2[O:19][C:18]([C:20]([OH:22])=O)=[CH:17][CH:16]=2)[CH:10]=[CH:9][CH:8]=[CH:7][CH:6]=1. Product: [C:5]1([CH2:11][CH2:12][CH2:13][CH2:14][C:15]2[O:19][C:18]([C:20]([Cl:3])=[O:22])=[CH:17][CH:16]=2)[CH:10]=[CH:9][CH:8]=[CH:7][CH:6]=1. The catalyst class is: 11. (5) Reactant: [Cl:1][C:2]1[CH:19]=[CH:18][C:5]2[C:6](=[O:17])[C:7]3[CH:14]=[CH:13][C:12]([O:15]C)=[CH:11][C:8]=3[CH2:9][CH2:10][C:4]=2[CH:3]=1.Br. Product: [Cl:1][C:2]1[CH:19]=[CH:18][C:5]2[C:6](=[O:17])[C:7]3[CH:14]=[CH:13][C:12]([OH:15])=[CH:11][C:8]=3[CH2:9][CH2:10][C:4]=2[CH:3]=1. The catalyst class is: 15. (6) Reactant: [Cl:1][C:2]1[CH:7]=[CH:6][C:5]([N:8]=[C:9]=[O:10])=[CH:4][C:3]=1[C:11]([F:14])([F:13])[F:12].[NH2:15][C:16]1[CH:33]=[CH:32][C:19]([O:20][C:21]2[CH:26]=[CH:25][N:24]=[C:23]([NH:27][CH2:28][CH2:29][CH2:30][OH:31])[N:22]=2)=[C:18]([F:34])[CH:17]=1. Product: [Cl:1][C:2]1[CH:7]=[CH:6][C:5]([NH:8][C:9]([NH:15][C:16]2[CH:33]=[CH:32][C:19]([O:20][C:21]3[CH:26]=[CH:25][N:24]=[C:23]([NH:27][CH2:28][CH2:29][CH2:30][OH:31])[N:22]=3)=[C:18]([F:34])[CH:17]=2)=[O:10])=[CH:4][C:3]=1[C:11]([F:12])([F:13])[F:14]. The catalyst class is: 1. (7) Reactant: Br[C:2]1[CH:3]=[C:4]([C:7]2[CH:12]=[CH:11][C:10]([OH:13])=[CH:9][CH:8]=2)[S:5][CH:6]=1.B([C:17]1[S:21][C:20]([C:22]([OH:24])=[O:23])=[CH:19][CH:18]=1)(O)O. Product: [OH:13][C:10]1[CH:11]=[CH:12][C:7]([C:4]2[S:5][CH:6]=[C:2]([C:17]3[S:21][C:20]([C:22]([OH:24])=[O:23])=[CH:19][CH:18]=3)[CH:3]=2)=[CH:8][CH:9]=1. The catalyst class is: 6. (8) Reactant: [CH2:1]=[C:2]1[CH2:7][CH2:6][CH:5]([C:8](OCC)=[O:9])[CH2:4][CH2:3]1.[H-].[H-].[H-].[H-].[Li+].[Al+3].N#N. Product: [CH2:1]=[C:2]1[CH2:7][CH2:6][CH:5]([CH2:8][OH:9])[CH2:4][CH2:3]1. The catalyst class is: 28. (9) Reactant: [CH3:1][N:2]([CH3:12])[C:3]1[CH:11]=[CH:10][C:6]([C:7]([OH:9])=O)=[CH:5][CH:4]=1.F[C:14]1[C:19]([NH2:20])=[CH:18][CH:17]=[C:16]([F:21])[N:15]=1.CN(C=O)C.C([O-])([O-])=O.[K+].[K+]. Product: [F:21][C:16]1[N:15]=[C:14]2[O:9][C:7]([C:6]3[CH:5]=[CH:4][C:3]([N:2]([CH3:1])[CH3:12])=[CH:11][CH:10]=3)=[N:20][C:19]2=[CH:18][CH:17]=1. The catalyst class is: 272.